This data is from Full USPTO retrosynthesis dataset with 1.9M reactions from patents (1976-2016). The task is: Predict the reactants needed to synthesize the given product. (1) Given the product [CH2:1]([O:3][C:4](=[O:12])[C:5]1[CH:10]=[CH:9][C:8]([NH:11][NH2:13])=[CH:7][CH:6]=1)[CH3:2], predict the reactants needed to synthesize it. The reactants are: [CH2:1]([O:3][C:4](=[O:12])[C:5]1[CH:10]=[CH:9][C:8]([NH2:11])=[CH:7][CH:6]=1)[CH3:2].[N:13]([O-])=O.[Na+].O.O.Cl[Sn]Cl. (2) Given the product [N:1]1([C:5]([C:7]2[CH:8]=[C:9]([Cl:29])[C:10]([O:13][C:14]3[CH:15]=[C:16]([CH:20]=[C:21]([O:23][CH:24]([CH2:25][F:26])[CH2:27][F:28])[CH:22]=3)[C:17]([NH:36][C:37]3[CH:42]=[N:41][C:40]([CH3:43])=[CH:39][N:38]=3)=[O:18])=[N:11][CH:12]=2)=[O:6])[CH2:4][CH2:3][CH2:2]1, predict the reactants needed to synthesize it. The reactants are: [N:1]1([C:5]([C:7]2[CH:8]=[C:9]([Cl:29])[C:10]([O:13][C:14]3[CH:15]=[C:16]([CH:20]=[C:21]([O:23][CH:24]([CH2:27][F:28])[CH2:25][F:26])[CH:22]=3)[C:17](O)=[O:18])=[N:11][CH:12]=2)=[O:6])[CH2:4][CH2:3][CH2:2]1.N1C=CC=CC=1.[NH2:36][C:37]1[CH:42]=[N:41][C:40]([CH3:43])=[CH:39][N:38]=1. (3) Given the product [CH:11]1([CH2:10][C:2]2[N:19]3[CH:20]=[CH:21][C:22]([C:24](=[O:25])[N:26]([CH2:29][CH3:30])[CH2:27][CH3:28])=[CH:23][C:18]3=[N:17][C:3]=2[C:4]([O:6][CH2:7][CH3:8])=[O:5])[CH2:16][CH2:15][CH2:14][CH2:13][CH2:12]1, predict the reactants needed to synthesize it. The reactants are: Br[CH:2]([CH2:10][CH:11]1[CH2:16][CH2:15][CH2:14][CH2:13][CH2:12]1)[C:3](=O)[C:4]([O:6][CH2:7][CH3:8])=[O:5].[NH2:17][C:18]1[CH:23]=[C:22]([C:24]([N:26]([CH2:29][CH3:30])[CH2:27][CH3:28])=[O:25])[CH:21]=[CH:20][N:19]=1. (4) Given the product [CH2:1]([C:3]1[CH:8]=[C:7]([O:9][CH3:10])[C:6]([F:11])=[CH:5][C:4]=1[C:12]1[CH:20]=[C:19]2[C:15]([C:16]([Sn:29]([CH3:35])([CH3:34])[CH3:28])=[N:17][N:18]2[CH:21]2[CH2:26][CH2:25][CH2:24][CH2:23][O:22]2)=[CH:14][CH:13]=1)[CH3:2], predict the reactants needed to synthesize it. The reactants are: [CH2:1]([C:3]1[CH:8]=[C:7]([O:9][CH3:10])[C:6]([F:11])=[CH:5][C:4]=1[C:12]1[CH:20]=[C:19]2[C:15]([C:16](I)=[N:17][N:18]2[CH:21]2[CH2:26][CH2:25][CH2:24][CH2:23][O:22]2)=[CH:14][CH:13]=1)[CH3:2].[CH3:28][Sn:29]([CH3:35])([CH3:34])[Sn:29]([CH3:35])([CH3:34])[CH3:28]. (5) Given the product [CH2:1]([O:8][CH2:9][CH2:10][CH2:11][CH2:12][CH2:13][CH2:14][O:15][CH2:16][C:17]([C:20]1[CH:21]=[C:22]([N:26]2[C:31](=[O:33])[CH2:30][NH:29][C:27]2=[O:28])[CH:23]=[CH:24][CH:25]=1)([F:19])[F:18])[C:2]1[CH:3]=[CH:4][CH:5]=[CH:6][CH:7]=1, predict the reactants needed to synthesize it. The reactants are: [CH2:1]([O:8][CH2:9][CH2:10][CH2:11][CH2:12][CH2:13][CH2:14][O:15][CH2:16][C:17]([C:20]1[CH:21]=[C:22]([NH:26][C:27]([NH:29][CH2:30][C:31]([OH:33])=O)=[O:28])[CH:23]=[CH:24][CH:25]=1)([F:19])[F:18])[C:2]1[CH:7]=[CH:6][CH:5]=[CH:4][CH:3]=1.Cl. (6) Given the product [OH:15][CH2:14][CH:6]([CH2:7][CH2:8][CH2:9][OH:10])[CH2:5][CH2:4][OH:3], predict the reactants needed to synthesize it. The reactants are: C([O:3][C:4](=O)[CH2:5][CH:6]([C:14](OCC)=[O:15])[CH2:7][CH2:8][C:9](OCC)=[O:10])C.[BH4-].[Na+].CO.Cl.